From a dataset of Reaction yield outcomes from USPTO patents with 853,638 reactions. Predict the reaction yield, written as a fraction of the theoretical maximum amount of product (1.0 means a 100% yield; for example, 0.34 means a 34% yield). (1) The reactants are I[C:2]1[C:3]([CH3:12])=[N:4][C:5]2[N:6]([N:9]=[CH:10][N:11]=2)[C:7]=1[NH2:8].[C:13]([Si:15]([CH3:18])([CH3:17])[CH3:16])#[CH:14].C(N(CC)CC)C. The catalyst is C(#N)C.Cl[Pd](Cl)([P](C1C=CC=CC=1)(C1C=CC=CC=1)C1C=CC=CC=1)[P](C1C=CC=CC=1)(C1C=CC=CC=1)C1C=CC=CC=1.[Cu]I. The product is [CH3:12][C:3]1[C:2]([C:14]#[C:13][Si:15]([CH3:18])([CH3:17])[CH3:16])=[C:7]([NH2:8])[N:6]2[N:9]=[CH:10][N:11]=[C:5]2[N:4]=1. The yield is 0.500. (2) The reactants are Cl.[CH:2]1[C:15]2[NH:14][C:13]3[C:8](=[CH:9][CH:10]=[CH:11][CH:12]=3)[S:7][C:6]=2[CH:5]=[CH:4][C:3]=1[C:16]1[N:17]=[C:18]([CH2:21][NH2:22])[S:19][CH:20]=1.[C:23](Cl)(=[O:29])[CH2:24][CH2:25][CH2:26][CH2:27][CH3:28].C(Cl)(=O)C. No catalyst specified. The product is [CH:2]1[C:15]2[NH:14][C:13]3[C:8](=[CH:9][CH:10]=[CH:11][CH:12]=3)[S:7][C:6]=2[CH:5]=[CH:4][C:3]=1[C:16]1[N:17]=[C:18]([CH2:21][NH:22][C:23](=[O:29])[CH2:24][CH2:25][CH2:26][CH2:27][CH3:28])[S:19][CH:20]=1. The yield is 0.407. (3) The product is [CH2:1]([O:3][C:4]([C:6]1([CH2:20][CH2:21][O:22][CH3:23])[CH2:11][CH2:10][N:9]([CH2:12][C:13]2[CH:18]=[CH:17][CH:16]=[CH:15][CH:14]=2)[CH2:8][CH:7]1[OH:19])=[O:5])[CH3:2]. The catalyst is CO. The reactants are [CH2:1]([O:3][C:4]([C:6]1([CH2:20][CH2:21][O:22][CH3:23])[CH2:11][CH2:10][N:9]([CH2:12][C:13]2[CH:18]=[CH:17][CH:16]=[CH:15][CH:14]=2)[CH2:8][C:7]1=[O:19])=[O:5])[CH3:2].[BH4-].[Na+]. The yield is 0.780.